From a dataset of Full USPTO retrosynthesis dataset with 1.9M reactions from patents (1976-2016). Predict the reactants needed to synthesize the given product. (1) Given the product [C:7]([C@H:11]1[CH2:16][NH:15][CH2:14][CH2:13][NH:12]1)([CH3:10])([CH3:9])[CH3:8], predict the reactants needed to synthesize it. The reactants are: [H-].[Al+3].[Li+].[H-].[H-].[H-].[C:7]([C@H:11]1[C:16](=O)[NH:15][CH2:14][C:13](=O)[NH:12]1)([CH3:10])([CH3:9])[CH3:8]. (2) Given the product [ClH:32].[C:2]([C:4]1[CH:9]=[CH:8][CH:7]=[CH:6][C:5]=1[C:10]1[C:11](=[O:28])[N:12]([C:22]2[CH:27]=[CH:26][CH:25]=[CH:24][CH:23]=2)[CH:13]=[C:14]([C:16]2[CH:21]=[CH:20][CH:19]=[CH:18][N:17]=2)[CH:15]=1)#[N:3], predict the reactants needed to synthesize it. The reactants are: O.[C:2]([C:4]1[CH:9]=[CH:8][CH:7]=[CH:6][C:5]=1[C:10]1[C:11](=[O:28])[N:12]([C:22]2[CH:27]=[CH:26][CH:25]=[CH:24][CH:23]=2)[CH:13]=[C:14]([C:16]2[CH:21]=[CH:20][CH:19]=[CH:18][N:17]=2)[CH:15]=1)#[N:3].C(O)C.[ClH:32].C(OCC)(=O)C. (3) Given the product [C:1]([O:5][C:6]([N:8]1[CH2:13][CH2:12][CH:11]([C:14]2[CH:19]=[CH:18][C:17]([N:48]3[CH2:52][CH2:51][CH2:50][CH2:49]3)=[CH:16][CH:15]=2)[CH2:10][CH2:9]1)=[O:7])([CH3:4])([CH3:3])[CH3:2], predict the reactants needed to synthesize it. The reactants are: [C:1]([O:5][C:6]([N:8]1[CH2:13][CH2:12][CH:11]([C:14]2[CH:19]=[CH:18][C:17](Br)=[CH:16][CH:15]=2)[CH2:10][CH2:9]1)=[O:7])([CH3:4])([CH3:3])[CH3:2].C(P(C(C)(C)C)C1C=CC=CC=1C1C=CC=CC=1)(C)(C)C.CC(C)([O-])C.[Na+].[NH:48]1[CH2:52][CH2:51][CH2:50][CH2:49]1. (4) Given the product [OH:28][C@@H:27]([CH2:29][NH:46][CH2:45][CH:42]1[CH2:41][CH2:40][N:39]([S:36]([C:34]2[N:33]=[CH:32][N:31]([CH3:30])[CH:35]=2)(=[O:38])=[O:37])[CH2:44][CH2:43]1)[CH2:26][O:25][C:22]1[CH:21]=[CH:20][C:19]([OH:18])=[CH:24][CH:23]=1, predict the reactants needed to synthesize it. The reactants are: C([Si]([O:18][C:19]1[CH:24]=[CH:23][C:22]([O:25][CH2:26][C@@H:27]2[CH2:29][O:28]2)=[CH:21][CH:20]=1)(C1C=CC=CC=1)C1C=CC=CC=1)(C)(C)C.[CH3:30][N:31]1[CH:35]=[C:34]([S:36]([N:39]2[CH2:44][CH2:43][CH:42]([CH2:45][NH2:46])[CH2:41][CH2:40]2)(=[O:38])=[O:37])[N:33]=[CH:32]1. (5) Given the product [CH2:16]([N:23]([S:24]([CH2:27][CH2:28][CH2:29][Cl:30])(=[O:26])=[O:25])[C:9](=[O:10])[O:11][C:12]([CH3:13])([CH3:14])[CH3:15])[C:17]1[CH:18]=[CH:19][CH:20]=[CH:21][CH:22]=1, predict the reactants needed to synthesize it. The reactants are: [C:9](O[C:9]([O:11][C:12]([CH3:15])([CH3:14])[CH3:13])=[O:10])([O:11][C:12]([CH3:15])([CH3:14])[CH3:13])=[O:10].[CH2:16]([NH:23][S:24]([CH2:27][CH2:28][CH2:29][Cl:30])(=[O:26])=[O:25])[C:17]1[CH:22]=[CH:21][CH:20]=[CH:19][CH:18]=1. (6) Given the product [Br:17][C:9]1[C:10](=[O:16])[CH:11]2[CH:15]([CH2:14][CH2:13][CH2:12]2)[C:8]=1[C:5]1[CH:4]=[CH:3][C:2]([NH:1][S:27]([CH2:25][CH3:26])(=[O:29])=[O:28])=[CH:7][CH:6]=1, predict the reactants needed to synthesize it. The reactants are: [NH2:1][C:2]1[CH:7]=[CH:6][C:5]([C:8]2[CH:15]3[CH:11]([CH2:12][CH2:13][CH2:14]3)[C:10](=[O:16])[C:9]=2[Br:17])=[CH:4][CH:3]=1.C(N([CH2:25][CH3:26])C(C)C)(C)C.[S:27](Cl)(Cl)(=[O:29])=[O:28].